From a dataset of Forward reaction prediction with 1.9M reactions from USPTO patents (1976-2016). Predict the product of the given reaction. Given the reactants [CH3:1][C:2]1[CH:11]=[C:10]([CH3:12])[C:9]([C:13](=[O:16])[CH2:14][CH3:15])=[CH:8][C:3]=1[C:4]([O:6][CH3:7])=[O:5].[Br:17]Br, predict the reaction product. The product is: [Br:17][CH:14]([CH3:15])[C:13]([C:9]1[C:10]([CH3:12])=[CH:11][C:2]([CH3:1])=[C:3]([CH:8]=1)[C:4]([O:6][CH3:7])=[O:5])=[O:16].